Dataset: Forward reaction prediction with 1.9M reactions from USPTO patents (1976-2016). Task: Predict the product of the given reaction. Given the reactants [NH:1]1[CH2:4][CH2:3][C@H:2]1[CH2:5][O:6][C:7]1[CH:8]=[N:9][CH:10]=[C:11]([C:13]2[CH:18]=[CH:17][CH:16]=[C:15]([CH2:19][C@H:20]([O:28][CH3:29])[CH2:21][C:22]3[CH:27]=[CH:26][CH:25]=[CH:24][CH:23]=3)[CH:14]=2)[CH:12]=1.[ClH:30], predict the reaction product. The product is: [ClH:30].[NH:1]1[CH2:4][CH2:3][C@H:2]1[CH2:5][O:6][C:7]1[CH:8]=[N:9][CH:10]=[C:11]([C:13]2[CH:18]=[CH:17][CH:16]=[C:15]([CH2:19][C@H:20]([O:28][CH3:29])[CH2:21][C:22]3[CH:27]=[CH:26][CH:25]=[CH:24][CH:23]=3)[CH:14]=2)[CH:12]=1.